From a dataset of Full USPTO retrosynthesis dataset with 1.9M reactions from patents (1976-2016). Predict the reactants needed to synthesize the given product. (1) Given the product [C:1]1([C:7]2[S:8][CH:9]=[C:10]([CH2:12][O:13][C:14]3[CH:15]=[CH:16][C:17]([CH2:18][OH:19])=[CH:20][CH:21]=3)[N:11]=2)[CH:2]=[CH:3][CH:4]=[CH:5][CH:6]=1, predict the reactants needed to synthesize it. The reactants are: [C:1]1([C:7]2[S:8][CH:9]=[C:10]([CH2:12][O:13][C:14]3[CH:21]=[CH:20][C:17]([CH:18]=[O:19])=[CH:16][CH:15]=3)[N:11]=2)[CH:6]=[CH:5][CH:4]=[CH:3][CH:2]=1.O1CCCC1.[BH4-].[Na+].Cl. (2) Given the product [Cl:29][C:30]1[CH:35]=[CH:34][C:33]([CH2:36][CH2:37][NH:38][C:9]([C:6]2[CH:5]=[C:4]([N+:1]([O-:3])=[O:2])[NH:8][N:7]=2)=[O:11])=[CH:32][CH:31]=1, predict the reactants needed to synthesize it. The reactants are: [N+:1]([C:4]1[NH:8][N:7]=[C:6]([C:9]([OH:11])=O)[CH:5]=1)([O-:3])=[O:2].C(N(CC)CC)C.OC1C2N=NNC=2C=CC=1.[Cl:29][C:30]1[CH:35]=[CH:34][C:33]([CH2:36][CH2:37][NH2:38])=[CH:32][CH:31]=1.CCN=C=NCCCN(C)C. (3) The reactants are: CC1C=C(N2CCN(CC3C=CC(C(F)(F)F)=CC=3)C2=O)SC=1C(OCC)=O.[C:29]1([CH2:39][N:40]2[CH2:44][CH2:43][N:42]([C:45]3[S:46][C:47]([C:51]([O:53]CC)=[O:52])=[C:48]([CH3:50])[N:49]=3)[C:41]2=[O:56])[C:38]2[C:33](=[CH:34][CH:35]=[CH:36][CH:37]=2)[CH:32]=[CH:31][N:30]=1. Given the product [C:29]1([CH2:39][N:40]2[CH2:44][CH2:43][N:42]([C:45]3[S:46][C:47]([C:51]([OH:53])=[O:52])=[C:48]([CH3:50])[N:49]=3)[C:41]2=[O:56])[C:38]2[C:33](=[CH:34][CH:35]=[CH:36][CH:37]=2)[CH:32]=[CH:31][N:30]=1, predict the reactants needed to synthesize it. (4) Given the product [N-:13]([S:14]([C:17]([F:20])([F:18])[F:19])(=[O:16])=[O:15])[S:21]([C:24]([F:27])([F:26])[F:25])(=[O:23])=[O:22].[CH2:11]([P+:4]([CH2:2][CH3:3])([CH2:9][CH3:10])[CH2:5][CH2:6][O:7][CH3:8])[CH3:12], predict the reactants needed to synthesize it. The reactants are: [Br-].[CH2:2]([P+:4]([CH2:11][CH3:12])([CH2:9][CH3:10])[CH2:5][CH2:6][O:7][CH3:8])[CH3:3].[N-:13]([S:21]([C:24]([F:27])([F:26])[F:25])(=[O:23])=[O:22])[S:14]([C:17]([F:20])([F:19])[F:18])(=[O:16])=[O:15].[Li+]. (5) Given the product [S:1]1[CH:5]=[CH:4][C:3]2[CH:6]=[C:7]([CH2:10][S:11]([CH2:14][C@@H:15]([N:24]([OH:25])[CH:26]=[O:27])[C:16]3[CH:21]=[CH:20][C:19]([O:22][CH3:23])=[CH:18][CH:17]=3)(=[O:12])=[O:13])[CH:8]=[CH:9][C:2]1=2, predict the reactants needed to synthesize it. The reactants are: [S:1]1[CH:5]=[CH:4][C:3]2[CH:6]=[C:7]([CH2:10][S:11]([CH2:14][C@@H:15]([NH:24][OH:25])[C:16]3[CH:21]=[CH:20][C:19]([O:22][CH3:23])=[CH:18][CH:17]=3)(=[O:13])=[O:12])[CH:8]=[CH:9][C:2]1=2.[CH:26](O)=[O:27]. (6) Given the product [CH2:1]([N:8]1[CH2:13][C:12](=[O:14])[NH:11][C@H:10]([CH2:15][C:16]2[CH:21]=[C:20]([CH3:26])[CH:19]=[CH:18][C:17]=2[O:23][CH3:24])[C:9]1=[O:25])[C:2]1[CH:7]=[CH:6][CH:5]=[CH:4][CH:3]=1, predict the reactants needed to synthesize it. The reactants are: [CH2:1]([N:8]1[CH2:13][C:12](=[O:14])[NH:11][C@H:10]([CH2:15][C:16]2[CH:21]=[C:20](Br)[CH:19]=[CH:18][C:17]=2[O:23][CH3:24])[C:9]1=[O:25])[C:2]1[CH:7]=[CH:6][CH:5]=[CH:4][CH:3]=1.[C:26]1(C)C=CC=CC=1. (7) Given the product [CH:23]1([C:28]([N:20]2[CH2:21][CH2:22][CH:17]([N:1]3[CH2:2][CH2:3][CH:4]([N:7]4[C@@H:11]5[CH2:12][CH2:13][CH2:14][CH2:15][C@H:10]5[NH:9][C:8]4=[O:16])[CH2:5][CH2:6]3)[CH2:18][CH2:19]2)=[O:29])[CH2:27][CH2:26][CH2:25][CH2:24]1, predict the reactants needed to synthesize it. The reactants are: [N:1]1([CH:17]2[CH2:22][CH2:21][NH:20][CH2:19][CH2:18]2)[CH2:6][CH2:5][CH:4]([N:7]2[C@@H:11]3[CH2:12][CH2:13][CH2:14][CH2:15][C@H:10]3[NH:9][C:8]2=[O:16])[CH2:3][CH2:2]1.[CH:23]1([C:28](O)=[O:29])[CH2:27][CH2:26][CH2:25][CH2:24]1.CN(C(ON1N=NC2C=CC=NC1=2)=[N+](C)C)C.F[P-](F)(F)(F)(F)F.C(N(C(C)C)CC)(C)C.